This data is from Reaction yield outcomes from USPTO patents with 853,638 reactions. The task is: Predict the reaction yield, written as a fraction of the theoretical maximum amount of product (1.0 means a 100% yield; for example, 0.34 means a 34% yield). (1) The reactants are [CH3:1][O:2][C:3](=[O:12])[C:4]1[CH:9]=[CH:8][CH:7]=[C:6]([CH2:10][NH2:11])[CH:5]=1.[Br:13][C:14]1[CH:19]=[CH:18][C:17]([S:20](Cl)(=[O:22])=[O:21])=[CH:16][CH:15]=1.N1C=CC=CC=1. The yield is 0.440. The catalyst is C(Cl)Cl. The product is [CH3:1][O:2][C:3](=[O:12])[C:4]1[CH:9]=[CH:8][CH:7]=[C:6]([CH2:10][NH:11][S:20]([C:17]2[CH:18]=[CH:19][C:14]([Br:13])=[CH:15][CH:16]=2)(=[O:22])=[O:21])[CH:5]=1. (2) The catalyst is ClCCl. The product is [CH3:14][C:7]1[C:8]([C:9]([O:11][CH2:12][CH3:13])=[O:10])=[C:4]([NH:1][C:2]([NH2:16])=[S:3])[S:5][C:6]=1[CH3:15]. The reactants are [N:1]([C:4]1[S:5][C:6]([CH3:15])=[C:7]([CH3:14])[C:8]=1[C:9]([O:11][CH2:12][CH3:13])=[O:10])=[C:2]=[S:3].[NH3:16]. The yield is 0.0300. (3) The reactants are CC(C)([O-])C.[K+].[Br:7][C:8]1[CH:9]=[C:10]([OH:14])[CH:11]=[CH:12][CH:13]=1.[CH2:15]([O:17][C:18](=[O:23])[CH:19]=[C:20](Cl)[CH3:21])[CH3:16]. The catalyst is O1CCCC1. The product is [CH2:15]([O:17][C:18](=[O:23])/[CH:19]=[C:20](/[O:14][C:10]1[CH:11]=[CH:12][CH:13]=[C:8]([Br:7])[CH:9]=1)\[CH3:21])[CH3:16]. The yield is 0.390. (4) The reactants are [CH3:1][O:2][C:3]1[CH:9]=[CH:8][C:7]([O:10][CH3:11])=[CH:6][C:4]=1N.[CH3:12][CH2:13][N:14](C(C)C)C(C)C.C(OC(=O)C)(=[O:23])C. The catalyst is C(Cl)(Cl)Cl. The product is [CH3:1][O:2][C:3]1[CH:9]=[CH:8][C:7]([O:10][CH3:11])=[CH:6][C:4]=1[CH2:12][C:13]([NH2:14])=[O:23]. The yield is 1.00. (5) The reactants are [CH3:1][O:2][CH:3]([O:12][CH3:13])[C:4]1[CH:5]=[CH:6][C:7]([CH:10]=O)=[N:8][CH:9]=1.C(OP([CH2:22][C:23]([O:25][C:26]([CH3:29])([CH3:28])[CH3:27])=[O:24])(OCC)=O)C.[H-].[Na+]. The catalyst is C1COCC1. The product is [C:26]([O:25][C:23](=[O:24])[CH:22]=[CH:10][C:7]1[CH:6]=[CH:5][C:4]([CH:3]([O:12][CH3:13])[O:2][CH3:1])=[CH:9][N:8]=1)([CH3:29])([CH3:28])[CH3:27]. The yield is 0.890. (6) The reactants are [C:14]1(P([C:14]2[CH:19]=[CH:18][CH:17]=[CH:16][CH:15]=2)[C:14]2[CH:19]=[CH:18][CH:17]=[CH:16][CH:15]=2)[CH:19]=[CH:18][CH:17]=[CH:16][CH:15]=1.[C:20]([O:24][C:25]([NH:27][CH2:28][CH2:29][C:30](O)=[O:31])=[O:26])([CH3:23])([CH3:22])[CH3:21].C1(B(O)O)C=CC=CC=1.O.CC(C)(C)C(OC(=O)C(C)(C)C)=O. The catalyst is O1CCCC1.C([O-])(=O)C.[Pd+2].C([O-])(=O)C. The product is [C:20]([O:24][C:25](=[O:26])[NH:27][CH2:28][CH2:29][C:30](=[O:31])[C:14]1[CH:15]=[CH:16][CH:17]=[CH:18][CH:19]=1)([CH3:23])([CH3:21])[CH3:22]. The yield is 0.680.